From a dataset of Peptide-MHC class I binding affinity with 185,985 pairs from IEDB/IMGT. Regression. Given a peptide amino acid sequence and an MHC pseudo amino acid sequence, predict their binding affinity value. This is MHC class I binding data. (1) The peptide sequence is YQAVVPLVY. The MHC is Mamu-B01 with pseudo-sequence Mamu-B01. The binding affinity (normalized) is 0. (2) The peptide sequence is YHQRFVQAL. The MHC is HLA-B27:05 with pseudo-sequence HLA-B27:05. The binding affinity (normalized) is 0.0847. (3) The peptide sequence is FDHVNTLHF. The MHC is HLA-A24:02 with pseudo-sequence HLA-A24:02. The binding affinity (normalized) is 0.102.